From a dataset of Merck oncology drug combination screen with 23,052 pairs across 39 cell lines. Regression. Given two drug SMILES strings and cell line genomic features, predict the synergy score measuring deviation from expected non-interaction effect. (1) Drug 1: COc1cc(C2c3cc4c(cc3C(OC3OC5COC(C)OC5C(O)C3O)C3COC(=O)C23)OCO4)cc(OC)c1O. Drug 2: COC1=C2CC(C)CC(OC)C(O)C(C)C=C(C)C(OC(N)=O)C(OC)C=CC=C(C)C(=O)NC(=CC1=O)C2=O. Cell line: LOVO. Synergy scores: synergy=-10.7. (2) Drug 1: CS(=O)(=O)CCNCc1ccc(-c2ccc3ncnc(Nc4ccc(OCc5cccc(F)c5)c(Cl)c4)c3c2)o1. Synergy scores: synergy=-6.98. Cell line: OCUBM. Drug 2: CC1(c2nc3c(C(N)=O)cccc3[nH]2)CCCN1.